Dataset: Forward reaction prediction with 1.9M reactions from USPTO patents (1976-2016). Task: Predict the product of the given reaction. Given the reactants [Cl:1][C:2]1[CH:16]=[CH:15][C:5]([O:6][CH2:7][CH:8]2[CH2:13][CH2:12][N:11]([CH3:14])[CH2:10][CH2:9]2)=[C:4](I)[CH:3]=1.[Br:18][C:19]1[C:20]([NH2:26])=[N:21][CH:22]=[C:23]([CH3:25])[CH:24]=1, predict the reaction product. The product is: [Br:18][C:19]1[C:20]([NH:26][C:4]2[CH:3]=[C:2]([Cl:1])[CH:16]=[CH:15][C:5]=2[O:6][CH2:7][CH:8]2[CH2:13][CH2:12][N:11]([CH3:14])[CH2:10][CH2:9]2)=[N:21][CH:22]=[C:23]([CH3:25])[CH:24]=1.